This data is from Experimentally validated miRNA-target interactions with 360,000+ pairs, plus equal number of negative samples. The task is: Binary Classification. Given a miRNA mature sequence and a target amino acid sequence, predict their likelihood of interaction. The miRNA is hsa-miR-5589-3p with sequence UGCACAUGGCAACCUAGCUCCCA. The protein sequence of the target gene is MAHVGDCTQTPWLPVLVVSLMCSARAEYSNCGENEYYNQTTGLCQECPPCGPGEEPYLSCGYGTKDEDYGCVPCPAEKFSKGGYQICRRHKDCEGFFRATVLTPGDMENDAECGPCLPGYYMLENRPRNIYGMVCYSCLLAPPNTKECVGATSGASANFPGTSGSSTLSPFQHAHKELSGQGHLATALIIAMSTIFIMAIAIVLIIMFYILKTKPSAPACCTSHPGKSVEAQVSKDEEKKEAPDNVVMFSEKDEFEKLTATPAKPTKSENDASSENEQLLSRSVDSDEEPAPDKQGSPEL.... Result: 0 (no interaction).